From a dataset of Full USPTO retrosynthesis dataset with 1.9M reactions from patents (1976-2016). Predict the reactants needed to synthesize the given product. Given the product [CH3:1][O:2][C:3]1[CH:8]=[CH:7][C:6]([CH:9]=[CH:10][C:11]2[O:15][N:14]=[C:13]([CH2:16][CH2:17][CH3:18])[N:12]=2)=[CH:5][C:4]=1[NH2:19], predict the reactants needed to synthesize it. The reactants are: [CH3:1][O:2][C:3]1[CH:8]=[CH:7][C:6]([CH:9]=[CH:10][C:11]2[O:15][N:14]=[C:13]([CH2:16][CH2:17][CH3:18])[N:12]=2)=[CH:5][C:4]=1[N+:19]([O-])=O.[OH-].[Na+].